The task is: Predict the reactants needed to synthesize the given product.. This data is from Full USPTO retrosynthesis dataset with 1.9M reactions from patents (1976-2016). Given the product [Cl:26][C:7]1[CH:6]=[CH:5][C:4]([CH:9]([C:15]2[CH:20]=[CH:19][C:18]([C:21]3[CH:22]=[N:23][NH:24][CH:25]=3)=[CH:17][CH:16]=2)[CH2:10][C:11]([NH2:13])=[O:12])=[CH:3][CH:2]=1, predict the reactants needed to synthesize it. The reactants are: F[C:2]1[CH:3]=[C:4]([CH:9]([C:15]2[CH:20]=[CH:19][C:18]([C:21]3[CH:22]=[N:23][NH:24][CH:25]=3)=[CH:17][CH:16]=2)[CH2:10][C:11]([NH:13]C)=[O:12])[CH:5]=[CH:6][C:7]=1F.[Cl:26]C1C=CC([Mg]Br)=CC=1.